From a dataset of Full USPTO retrosynthesis dataset with 1.9M reactions from patents (1976-2016). Predict the reactants needed to synthesize the given product. (1) Given the product [N:27]1[CH:28]=[N:29][N:30]2[CH:35]=[C:34]([C:2]3[N:11]=[C:10]([NH:12][CH2:13][CH:14]([C:21]4[CH:26]=[CH:25][CH:24]=[CH:23][CH:22]=4)[C:15]4[CH:16]=[N:17][CH:18]=[CH:19][CH:20]=4)[C:9]4[C:4](=[CH:5][CH:6]=[CH:7][CH:8]=4)[N:3]=3)[CH:33]=[CH:32][C:31]=12, predict the reactants needed to synthesize it. The reactants are: Cl[C:2]1[N:11]=[C:10]([NH:12][CH2:13][CH:14]([C:21]2[CH:26]=[CH:25][CH:24]=[CH:23][CH:22]=2)[C:15]2[CH:16]=[N:17][CH:18]=[CH:19][CH:20]=2)[C:9]2[C:4](=[CH:5][CH:6]=[CH:7][CH:8]=2)[N:3]=1.[N:27]1[CH:28]=[N:29][N:30]2[CH:35]=[C:34](B(O)O)[CH:33]=[CH:32][C:31]=12.N1C=CN2C=C(C3N=C(NCC(C4C=CC=CC=4)C4NC=CC=4)C4C(=CC=CC=4)N=3)C=CC=12. (2) Given the product [OH:31][C:28]1[CH:27]=[CH:26][C:25]([C:13]2[C:12]3[C:17](=[CH:18][C:9]([O:8][CH3:7])=[CH:10][CH:11]=3)[CH2:16][CH2:15][C:14]=2[C:19]2[CH:20]=[CH:21][CH:22]=[CH:23][CH:24]=2)=[CH:30][CH:29]=1, predict the reactants needed to synthesize it. The reactants are: C(O[K])(C)(C)C.[CH3:7][O:8][C:9]1[CH:18]=[C:17]2[C:12]([CH:13]([C:25]3[CH:30]=[CH:29][C:28]([O:31]C(=O)C(C)(C)C)=[CH:27][CH:26]=3)[CH:14]([C:19]3[CH:24]=[CH:23][CH:22]=[CH:21][CH:20]=3)[CH:15]=[CH:16]2)=[CH:11][CH:10]=1.[Cl-].[NH4+]. (3) Given the product [N:1]1[C:10]2[C:5](=[N:6][CH:7]=[CH:8][CH:9]=2)[CH:4]=[CH:3][C:2]=1[CH2:11][OH:12], predict the reactants needed to synthesize it. The reactants are: [N:1]1[C:10]2[C:5](=[N:6][CH:7]=[CH:8][CH:9]=2)[CH:4]=[CH:3][C:2]=1[CH:11]=[O:12].[BH4-].[Na+]. (4) Given the product [O:20]=[C:21]1[CH:26]([N:27]2[C:17](=[O:19])[C:9]3[C:10](=[CH:14][CH:15]=[CH:16][C:8]=3[NH:7][CH2:6][C:2]3[S:1][CH:5]=[CH:4][CH:3]=3)[C:11]2=[O:13])[CH2:25][CH2:24][C:23](=[O:43])[NH:22]1, predict the reactants needed to synthesize it. The reactants are: [S:1]1[CH:5]=[CH:4][CH:3]=[C:2]1[CH2:6][NH:7][C:8]1[CH:16]=[CH:15][CH:14]=[C:10]([C:11]([OH:13])=O)[C:9]=1[C:17]([OH:19])=O.[O:20]=[C:21]1[CH:26]([N:27]2C(=O)C3C(=CC=CC=3NCCOC)C2=O)[CH2:25][CH2:24][C:23](=[O:43])[NH:22]1.